Dataset: Peptide-MHC class I binding affinity with 185,985 pairs from IEDB/IMGT. Task: Regression. Given a peptide amino acid sequence and an MHC pseudo amino acid sequence, predict their binding affinity value. This is MHC class I binding data. (1) The peptide sequence is AWIDNYNKF. The MHC is HLA-A01:01 with pseudo-sequence HLA-A01:01. The binding affinity (normalized) is 0.00671. (2) The peptide sequence is AETESATLF. The MHC is HLA-B15:17 with pseudo-sequence HLA-B15:17. The binding affinity (normalized) is 0.0847. (3) The peptide sequence is CLAVHECFVK. The MHC is HLA-A68:01 with pseudo-sequence HLA-A68:01. The binding affinity (normalized) is 0.286. (4) The peptide sequence is AELEEGVYRI. The MHC is HLA-B44:02 with pseudo-sequence HLA-B44:02. The binding affinity (normalized) is 0.581. (5) The peptide sequence is RRFNRTKPM. The MHC is HLA-C07:01 with pseudo-sequence HLA-C07:01. The binding affinity (normalized) is 0.519. (6) The peptide sequence is VTVYYGVPVWK. The MHC is HLA-A11:01 with pseudo-sequence HLA-A11:01. The binding affinity (normalized) is 0.778.